From a dataset of Peptide-MHC class II binding affinity with 134,281 pairs from IEDB. Regression. Given a peptide amino acid sequence and an MHC pseudo amino acid sequence, predict their binding affinity value. This is MHC class II binding data. (1) The peptide sequence is GKIILVAVHVASGYI. The MHC is HLA-DQA10102-DQB10602 with pseudo-sequence HLA-DQA10102-DQB10602. The binding affinity (normalized) is 0.382. (2) The peptide sequence is LMSSLHLKRYYGRIL. The MHC is DRB4_0101 with pseudo-sequence DRB4_0103. The binding affinity (normalized) is 0.286. (3) The peptide sequence is DVYYTSAFVFPTKDV. The MHC is DRB1_0404 with pseudo-sequence DRB1_0404. The binding affinity (normalized) is 0.792. (4) The peptide sequence is EHEILNDSGETVKCR. The MHC is DRB1_0701 with pseudo-sequence DRB1_0701. The binding affinity (normalized) is 0.152. (5) The peptide sequence is EKKYFAATQFEPLNA. The MHC is HLA-DQA10401-DQB10402 with pseudo-sequence HLA-DQA10401-DQB10402. The binding affinity (normalized) is 0.569. (6) The binding affinity (normalized) is 0.386. The MHC is DRB5_0101 with pseudo-sequence DRB5_0101. The peptide sequence is PSGLVIPENAKEKPQ.